From a dataset of Catalyst prediction with 721,799 reactions and 888 catalyst types from USPTO. Predict which catalyst facilitates the given reaction. (1) Reactant: C(OC(=O)[NH:7][C:8]1[CH:13]=[C:12]([CH3:14])[C:11]([CH2:15][NH:16][C:17]2[C:18]3[N:25]=[C:24]([CH2:26][C:27]4[C:32]([Cl:33])=[CH:31][CH:30]=[CH:29][C:28]=4[Cl:34])[O:23][C:19]=3[N:20]=[CH:21][N:22]=2)=[C:10]([CH3:35])[N:9]=1)(C)(C)C.C(O)(C(F)(F)F)=O. Product: [NH2:7][C:8]1[N:9]=[C:10]([CH3:35])[C:11]([CH2:15][NH:16][C:17]2[C:18]3[N:25]=[C:24]([CH2:26][C:27]4[C:32]([Cl:33])=[CH:31][CH:30]=[CH:29][C:28]=4[Cl:34])[O:23][C:19]=3[N:20]=[CH:21][N:22]=2)=[C:12]([CH3:14])[CH:13]=1. The catalyst class is: 2. (2) Reactant: [NH2:1][C:2]1[CH:3]=[C:4]2[C:8](=[CH:9][CH:10]=1)[CH2:7][CH:6]([OH:11])[CH2:5]2.C1N=CN([C:17](N2C=NC=C2)=[S:18])C=1. Product: [N:1]([C:2]1[CH:3]=[C:4]2[C:8](=[CH:9][CH:10]=1)[CH2:7][CH:6]([OH:11])[CH2:5]2)=[C:17]=[S:18]. The catalyst class is: 2.